Predict the reaction yield, written as a fraction of the theoretical maximum amount of product (1.0 means a 100% yield; for example, 0.34 means a 34% yield). From a dataset of Reaction yield outcomes from USPTO patents with 853,638 reactions. (1) The reactants are CO[C:3](=[O:24])[C:4]1[CH:9]=[CH:8][C:7]([O:10][CH2:11][C:12]2[C:13]([C:17]3[CH:22]=[CH:21][C:20]([Cl:23])=[CH:19][CH:18]=3)=[N:14][O:15][CH:16]=2)=[N:6][CH:5]=1.[NH2:25][CH:26]1[CH2:31][CH2:30][O:29][CH2:28][CH2:27]1. No catalyst specified. The product is [Cl:23][C:20]1[CH:19]=[CH:18][C:17]([C:13]2[C:12]([CH2:11][O:10][C:7]3[CH:8]=[CH:9][C:4]([C:3]([NH:25][CH:26]4[CH2:31][CH2:30][O:29][CH2:28][CH2:27]4)=[O:24])=[CH:5][N:6]=3)=[CH:16][O:15][N:14]=2)=[CH:22][CH:21]=1. The yield is 0.710. (2) The reactants are [F:1][C:2]1[CH:9]=[CH:8][C:5]([CH:6]=O)=[C:4]([OH:10])[CH:3]=1.[CH3:11][O:12][C:13](=[O:34])[CH:14]=P(C1C=CC=CC=1)(C1C=CC=CC=1)C1C=CC=CC=1. The catalyst is C1COCC1.ClCCl. The product is [F:1][C:2]1[CH:9]=[CH:8][C:5](/[CH:6]=[CH:14]/[C:13]([O:12][CH3:11])=[O:34])=[C:4]([OH:10])[CH:3]=1. The yield is 0.930. (3) The reactants are Cl[C:2]1[N:7]=[C:6]([NH:8][C:9]2[CH:14]=[CH:13][C:12]3[O:15][CH2:16][CH2:17][O:18][C:11]=3[CH:10]=2)[C:5]([F:19])=[CH:4][N:3]=1.C(N(CC)C(C)C)(C)C.[CH2:29]([O:35][C:36]1[CH:42]=[CH:41][C:39]([NH2:40])=[CH:38][CH:37]=1)[CH2:30][CH2:31][CH2:32][CH2:33][CH3:34]. The catalyst is C(O)CO. The product is [CH2:17]1[CH2:16][O:15][C:12]2[CH:13]=[CH:14][C:9]([NH:8][C:6]3[C:5]([F:19])=[CH:4][N:3]=[C:2]([NH:40][C:39]4[CH:38]=[CH:37][C:36]([O:35][CH2:29][CH2:30][CH2:31][CH2:32][CH2:33][CH3:34])=[CH:42][CH:41]=4)[N:7]=3)=[CH:10][C:11]=2[O:18]1. The yield is 0.230. (4) The reactants are [C:1]1([C:32]2[CH:37]=[CH:36][CH:35]=[CH:34][CH:33]=2)[CH:6]=[CH:5][C:4]([C:7]2[N:12]=[C:11]([C:13]3[CH:18]=[CH:17][C:16]([C:19]4[CH:24]=[CH:23][CH:22]=[CH:21][CH:20]=4)=[CH:15][CH:14]=3)[N:10]=[C:9]([C:25]3[CH:30]=[CH:29][C:28](Br)=[CH:27][CH:26]=3)[N:8]=2)=[CH:3][CH:2]=1.[CH3:38][C:39]1([CH3:55])[C:43]([CH3:45])([CH3:44])[O:42][B:41]([B:41]2[O:42][C:43]([CH3:45])([CH3:44])[C:39]([CH3:55])([CH3:38])[O:40]2)[O:40]1.C1(P(C2CCCCC2)C2C=CC=CC=2C2C(C(C)C)=CC(C(C)C)=CC=2C(C)C)CCCCC1.C([O-])(=O)C.[K+]. The catalyst is O1CCOCC1.C([O-])(=O)C.[Pd+2].C([O-])(=O)C. The product is [C:1]1([C:32]2[CH:37]=[CH:36][CH:35]=[CH:34][CH:33]=2)[CH:6]=[CH:5][C:4]([C:7]2[N:12]=[C:11]([C:13]3[CH:18]=[CH:17][C:16]([C:19]4[CH:24]=[CH:23][CH:22]=[CH:21][CH:20]=4)=[CH:15][CH:14]=3)[N:10]=[C:9]([C:25]3[CH:30]=[CH:29][C:28]([B:41]4[O:42][C:43]([CH3:45])([CH3:44])[C:39]([CH3:55])([CH3:38])[O:40]4)=[CH:27][CH:26]=3)[N:8]=2)=[CH:3][CH:2]=1. The yield is 0.890. (5) The reactants are [F:1][C:2]1[CH:14]=[C:13](F)[C:12]([F:16])=[CH:11][C:3]=1[C:4]([NH:6][S:7]([CH3:10])(=[O:9])=[O:8])=[O:5].[CH3:17][C:18]([CH3:21])([O-:20])[CH3:19].[K+]. The catalyst is CS(C)=O.CCOC(C)=O.C(O)(=O)CC(CC(O)=O)(C(O)=O)O. The product is [C:18]([O:20][C:13]1[C:12]([F:16])=[CH:11][C:3]([C:4]([NH:6][S:7]([CH3:10])(=[O:9])=[O:8])=[O:5])=[C:2]([F:1])[CH:14]=1)([CH3:21])([CH3:19])[CH3:17]. The yield is 0.970. (6) The reactants are [OH-].[Na+].[F:3][C:4]1[CH:5]=[C:6]([N:11]2[CH2:15][CH2:14][CH2:13][CH:12]2[C:16]2[CH:17]=[C:18]([C:33]([O:35]C)=[O:34])[CH:19]=[C:20]3[C:25]=2[O:24][C:23]([N:26]2[CH2:31][CH2:30][O:29][CH2:28][CH2:27]2)=[CH:22][C:21]3=[O:32])[CH:7]=[C:8]([F:10])[CH:9]=1.Cl. The catalyst is CO. The product is [F:3][C:4]1[CH:5]=[C:6]([N:11]2[CH2:15][CH2:14][CH2:13][CH:12]2[C:16]2[CH:17]=[C:18]([C:33]([OH:35])=[O:34])[CH:19]=[C:20]3[C:25]=2[O:24][C:23]([N:26]2[CH2:27][CH2:28][O:29][CH2:30][CH2:31]2)=[CH:22][C:21]3=[O:32])[CH:7]=[C:8]([F:10])[CH:9]=1. The yield is 0.350.